Task: Predict the reactants needed to synthesize the given product.. Dataset: Full USPTO retrosynthesis dataset with 1.9M reactions from patents (1976-2016) Given the product [C:1]([S:5]([C:8]1[CH:9]=[C:10]2[C:15](=[CH:16][C:17]=1[O:18][CH2:27][CH2:28][O:29][CH3:30])[N:14]=[CH:13][CH:12]=[C:11]2[Cl:19])(=[O:6])=[O:7])([CH3:4])([CH3:2])[CH3:3], predict the reactants needed to synthesize it. The reactants are: [C:1]([S:5]([C:8]1[CH:9]=[C:10]2[C:15](=[CH:16][C:17]=1[OH:18])[N:14]=[CH:13][CH:12]=[C:11]2[Cl:19])(=[O:7])=[O:6])([CH3:4])([CH3:3])[CH3:2].C([O-])([O-])=O.[K+].[K+].Br[CH2:27][CH2:28][O:29][CH3:30].